From a dataset of Reaction yield outcomes from USPTO patents with 853,638 reactions. Predict the reaction yield, written as a fraction of the theoretical maximum amount of product (1.0 means a 100% yield; for example, 0.34 means a 34% yield). (1) The reactants are [Cl:1][C:2]1[CH:7]=[CH:6][CH:5]=[CH:4][C:3]=1[N:8]1[C:12]([S:13][C:14]2[CH:19]=[CH:18][CH:17]=[C:16]([CH3:20])[N:15]=2)=[CH:11][C:10]([C:21](OCC)=[O:22])=[N:9]1.[H-].C([Al+]CC(C)C)C(C)C.[OH-].[Na+]. The catalyst is O1CCCC1.C1(C)C=CC=CC=1. The product is [Cl:1][C:2]1[CH:7]=[CH:6][CH:5]=[CH:4][C:3]=1[N:8]1[C:12]([S:13][C:14]2[CH:19]=[CH:18][CH:17]=[C:16]([CH3:20])[N:15]=2)=[CH:11][C:10]([CH:21]=[O:22])=[N:9]1. The yield is 0.740. (2) The reactants are [C:1]1([S:7]([N:10]2[C:14]3[CH:15]=[N:16][C:17]([C:20]#[N:21])=[C:18]([OH:19])[C:13]=3[C:12]3[CH:22]=[CH:23][CH:24]=[N:25][C:11]2=3)(=[O:9])=[O:8])[CH:6]=[CH:5][CH:4]=[CH:3][CH:2]=1.N1C=CC=CC=1.[F:32][C:33]([F:64])([F:63])[C:34]([F:62])([F:61])[C:35]([F:60])([F:59])[C:36]([F:58])([F:57])[S:37](O[S:37]([C:36]([F:58])([F:57])[C:35]([F:59])([F:60])[C:34]([F:61])([F:62])[C:33]([F:32])([F:63])[F:64])(=[O:38])=[O:39])(=[O:39])=[O:38].Cl. The catalyst is ClCCl. The product is [C:1]1([S:7]([N:10]2[C:14]3[CH:15]=[N:16][C:17]([C:20]#[N:21])=[C:18]([O:19][S:37]([C:36]([F:57])([F:58])[C:35]([F:59])([F:60])[C:34]([F:61])([F:62])[C:33]([F:64])([F:63])[F:32])(=[O:39])=[O:38])[C:13]=3[C:12]3[CH:22]=[CH:23][CH:24]=[N:25][C:11]2=3)(=[O:8])=[O:9])[CH:2]=[CH:3][CH:4]=[CH:5][CH:6]=1. The yield is 0.740. (3) The reactants are [NH2:1][C:2]1[CH:3]=[N:4][CH:5]=[CH:6][C:7]=1[C@H:8]1[CH2:24][C@H:12]2[N:13]([C:17]([O:19][C:20]([CH3:23])([CH3:22])[CH3:21])=[O:18])C(=O)[O:15][C@H:11]2[C@@H:10]([CH3:25])[CH2:9]1.[F:26][C:27]1[CH:32]=[CH:31][CH:30]=[C:29]([F:33])[C:28]=1[C:34]1[N:39]=[C:38]([C:40](O)=[O:41])[CH:37]=[CH:36][C:35]=1[F:43].C(Cl)CCl.C([O-])([O-])=O.[Cs+].[Cs+]. The catalyst is CN(C=O)C.CCOC(C)=O.CCO. The product is [F:26][C:27]1[CH:32]=[CH:31][CH:30]=[C:29]([F:33])[C:28]=1[C:34]1[N:39]=[C:38]([C:40]([NH:1][C:2]2[CH:3]=[N:4][CH:5]=[CH:6][C:7]=2[C@H:8]2[CH2:24][C@@H:12]([NH:13][C:17](=[O:18])[O:19][C:20]([CH3:22])([CH3:23])[CH3:21])[C@@H:11]([OH:15])[C@@H:10]([CH3:25])[CH2:9]2)=[O:41])[CH:37]=[CH:36][C:35]=1[F:43]. The yield is 1.00. (4) The reactants are [CH3:1][O:2][C:3]([C:5]1[S:6][C:7]([Br:27])=[CH:8][C:9]=1[N:10]([C:18]([CH:20]1[CH2:25][CH2:24][CH:23]([CH3:26])[CH2:22][CH2:21]1)=[O:19])[CH:11]1[CH2:16][CH2:15][C:14](=[O:17])[CH2:13][CH2:12]1)=[O:4].[BH4-].[Na+]. The catalyst is CO. The product is [CH3:1][O:2][C:3]([C:5]1[S:6][C:7]([Br:27])=[CH:8][C:9]=1[N:10]([CH:11]1[CH2:12][CH2:13][CH:14]([OH:17])[CH2:15][CH2:16]1)[C:18]([CH:20]1[CH2:21][CH2:22][CH:23]([CH3:26])[CH2:24][CH2:25]1)=[O:19])=[O:4]. The yield is 0.770. (5) The reactants are [Cl:1][C:2]1[CH:7]=[C:6]([O:8][C:9]2[C:10]([CH:26]3[CH2:28][CH2:27]3)=[N:11][C:12]([N:17]3[CH2:22][CH2:21][NH:20][C@H:19]([CH:23]4[CH2:25][CH2:24]4)[CH2:18]3)=[C:13]([CH:16]=2)[C:14]#[N:15])[CH:5]=[CH:4][N:3]=1.[OH:29][CH2:30][CH2:31][C:32]([O-])=[O:33].[Na+].CN(C(ON1N=NC2C=CC=NC1=2)=[N+](C)C)C.F[P-](F)(F)(F)(F)F.CCN(C(C)C)C(C)C. The catalyst is CN(C=O)C. The product is [Cl:1][C:2]1[CH:7]=[C:6]([O:8][C:9]2[C:10]([CH:26]3[CH2:27][CH2:28]3)=[N:11][C:12]([N:17]3[CH2:22][CH2:21][N:20]([C:30](=[O:29])[CH2:31][CH2:32][OH:33])[C@H:19]([CH:23]4[CH2:25][CH2:24]4)[CH2:18]3)=[C:13]([CH:16]=2)[C:14]#[N:15])[CH:5]=[CH:4][N:3]=1. The yield is 0.520. (6) The reactants are Cl[C:2]1[C:15]2[CH:14]=[C:13]3[C:8]([CH:9]=[CH:10][CH:11]=[N:12]3)=[CH:7][C:6]=2[CH:5]=[CH:4][CH:3]=1.N.[CH3:17][N:18](C)C(=O)C. The catalyst is C1C=CC(/C=C/C(/C=C/C2C=CC=CC=2)=O)=CC=1.C1C=CC(/C=C/C(/C=C/C2C=CC=CC=2)=O)=CC=1.C1C=CC(/C=C/C(/C=C/C2C=CC=CC=2)=O)=CC=1.[Pd].[Pd].C1C=CC(P(C2C=CC=CC=2)[C-]2C=CC=C2)=CC=1.C1C=CC(P(C2C=CC=CC=2)[C-]2C=CC=C2)=CC=1.[Fe+2].[Zn].[C-]#N.[C-]#N.[Zn+2]. The product is [C:17]([C:2]1[C:15]2[CH:14]=[C:13]3[C:8]([CH:9]=[CH:10][CH:11]=[N:12]3)=[CH:7][C:6]=2[CH:5]=[CH:4][CH:3]=1)#[N:18]. The yield is 0.910. (7) The yield is 0.770. The catalyst is C1COCC1.ClCCl. The reactants are Cl[CH:2]([C:11]1[N:15]([CH3:16])[CH:14]=[N:13][CH:12]=1)[C:3]1[CH:10]=[CH:9][C:6]([C:7]#[N:8])=[CH:5][CH:4]=1.[NH4+:17].[OH-]. The product is [NH2:17][CH:2]([C:11]1[N:15]([CH3:16])[CH:14]=[N:13][CH:12]=1)[C:3]1[CH:10]=[CH:9][C:6]([C:7]#[N:8])=[CH:5][CH:4]=1. (8) The reactants are [Br:1][C:2]1[CH:10]=[CH:9][C:5]([C:6](O)=[O:7])=[CH:4][C:3]=1[CH3:11].[CH3:12][O:13][NH:14][CH3:15].C(N(CC)CC)C. The catalyst is CN(C=O)C. The product is [Br:1][C:2]1[CH:10]=[CH:9][C:5]([C:6]([N:14]([O:13][CH3:12])[CH3:15])=[O:7])=[CH:4][C:3]=1[CH3:11]. The yield is 0.610.